From a dataset of Reaction yield outcomes from USPTO patents with 853,638 reactions. Predict the reaction yield, written as a fraction of the theoretical maximum amount of product (1.0 means a 100% yield; for example, 0.34 means a 34% yield). (1) The reactants are [CH2:1]([O:3][P:4]([CH2:9][C:10]1[CH:15]=[CH:14][C:13]([N+:16]([O-])=O)=[C:12]([O:19][CH3:20])[N:11]=1)(=[O:8])[O:5][CH2:6][CH3:7])[CH3:2].[H][H]. The catalyst is CO.[Pd]. The product is [CH2:1]([O:3][P:4]([CH2:9][C:10]1[CH:15]=[CH:14][C:13]([NH2:16])=[C:12]([O:19][CH3:20])[N:11]=1)(=[O:8])[O:5][CH2:6][CH3:7])[CH3:2]. The yield is 0.930. (2) The reactants are BrCC(C1[CH:10]=[CH:9][C:8]([Br:11])=[CH:7][CH:6]=1)=O.[C:12]([NH:19][C@H:20]([C:24](O)=O)[CH:21]([CH3:23])[CH3:22])([O:14][C:15]([CH3:18])([CH3:17])[CH3:16])=[O:13].CC[N:29]([CH:33]([CH3:35])[CH3:34])C(C)C.O.CC#[N:39]. The catalyst is C1(C)C=CC=CC=1. The product is [Br:11][C:8]1[CH:9]=[CH:10][C:35]([C:33]2[NH:29][C:24]([C@@H:20]([NH:19][C:12](=[O:13])[O:14][C:15]([CH3:18])([CH3:17])[CH3:16])[CH:21]([CH3:23])[CH3:22])=[N:39][CH:34]=2)=[CH:6][CH:7]=1. The yield is 0.940. (3) The yield is 0.910. The product is [OH:22][CH2:21][CH:18]1[CH2:19][CH2:20][CH:15]([NH:14][C:12]([C:8]2[CH:7]=[C:6]3[C:11](=[CH:10][CH:9]=2)[NH:3][N:4]=[CH:5]3)=[O:13])[CH2:16][CH2:17]1. The catalyst is O1CCCC1. The reactants are [BH4-].[Li+].[NH:3]1[C:11]2[C:6](=[CH:7][C:8]([C:12]([NH:14][CH:15]3[CH2:20][CH2:19][CH:18]([C:21](OC)=[O:22])[CH2:17][CH2:16]3)=[O:13])=[CH:9][CH:10]=2)[CH:5]=[N:4]1.[OH-].[Na+].